From a dataset of Forward reaction prediction with 1.9M reactions from USPTO patents (1976-2016). Predict the product of the given reaction. (1) Given the reactants [OH:1][C:2]1[CH:9]=[CH:8][CH:7]=[CH:6][C:3]=1[C:4]#[N:5].Br[CH2:11][CH:12]([CH3:14])[CH3:13].C(=O)([O-])[O-].[K+].[K+], predict the reaction product. The product is: [CH2:11]([O:1][C:2]1[CH:9]=[CH:8][CH:7]=[CH:6][C:3]=1[C:4]#[N:5])[CH:12]([CH3:14])[CH3:13]. (2) Given the reactants CO[C:3](=[O:18])[C:4]1[CH:9]=[CH:8][CH:7]=[CH:6][C:5]=1[O:10][CH2:11][CH2:12][N:13]1[CH2:17][CH2:16][CH2:15][CH2:14]1.[OH-].[Na+].[F:21][C:22]1[CH:27]=[CH:26][C:25]([NH:28][C:29]([C:31]2[C:35]([NH2:36])=[CH:34][NH:33][N:32]=2)=[O:30])=[CH:24][CH:23]=1.C(Cl)CCl.C1C=CC2N(O)N=NC=2C=1, predict the reaction product. The product is: [F:21][C:22]1[CH:23]=[CH:24][C:25]([NH:28][C:29]([C:31]2[C:35]([NH:36][C:3](=[O:18])[C:4]3[CH:9]=[CH:8][CH:7]=[CH:6][C:5]=3[O:10][CH2:11][CH2:12][N:13]3[CH2:14][CH2:15][CH2:16][CH2:17]3)=[CH:34][NH:33][N:32]=2)=[O:30])=[CH:26][CH:27]=1. (3) Given the reactants [CH3:1][C:2]1([CH3:10])[CH2:7][CH2:6][CH2:5][CH:4]([CH3:8])[C:3]1=[O:9].C([N-]C(C)C)(C)C.[Li+].C1C=CC(N([S:26]([C:29]([F:32])([F:31])[F:30])(=[O:28])=[O:27])[S:26]([C:29]([F:32])([F:31])[F:30])(=[O:28])=[O:27])=CC=1, predict the reaction product. The product is: [F:30][C:29]([F:32])([F:31])[S:26]([O:9][C:3]1[C:2]([CH3:10])([CH3:1])[CH2:7][CH2:6][CH2:5][C:4]=1[CH3:8])(=[O:28])=[O:27]. (4) Given the reactants [CH3:1][O:2][C:3](=[O:26])[CH2:4][C@H:5]1[C:9]2[CH:10]=[CH:11][C:12]([O:14][C@H:15]3[C:23]4[C:18](=[C:19]([OH:25])[CH:20]=[CH:21][C:22]=4[F:24])[CH2:17][CH2:16]3)=[CH:13][C:8]=2[O:7][CH2:6]1.[C:27]([C:29]1[CH:30]=[CH:31][C:32]([F:38])=[C:33](B(O)O)[CH:34]=1)#[N:28], predict the reaction product. The product is: [CH3:1][O:2][C:3](=[O:26])[CH2:4][C@H:5]1[C:9]2[CH:10]=[CH:11][C:12]([O:14][C@H:15]3[C:23]4[C:18](=[C:19]([O:25][C:31]5[CH:30]=[C:29]([C:27]#[N:28])[CH:34]=[CH:33][C:32]=5[F:38])[CH:20]=[CH:21][C:22]=4[F:24])[CH2:17][CH2:16]3)=[CH:13][C:8]=2[O:7][CH2:6]1. (5) The product is: [N:27]1([C:6]2[CH:11]=[CH:10][N:9]3[N:12]=[CH:13][C:14]([CH:15]=[C:26]4[NH:20][C:21](=[O:22])[NH:23][C:24]4=[O:25])=[C:8]3[N:7]=2)[CH2:32][CH2:31][CH2:30][CH2:29][CH2:28]1. Given the reactants ClC1C=C(C=CC=1)O[C:6]1[CH:11]=[CH:10][N:9]2[N:12]=[CH:13][C:14]([CH:15]=O)=[C:8]2[N:7]=1.[NH:20]1[CH2:26][C:24](=[O:25])[NH:23][C:21]1=[O:22].[NH:27]1[CH2:32][CH2:31][CH2:30][CH2:29][CH2:28]1.O, predict the reaction product. (6) Given the reactants [ClH:1].C(OCC)C.[CH:7]([O:10][C:11]1[C:19]([O:20][C@@H:21]2[CH2:26][CH2:25][CH2:24][C@H:23]([NH2:27])[CH2:22]2)=[CH:18][CH:17]=[C:16]2[C:12]=1[CH:13]=[N:14][NH:15]2)([CH3:9])[CH3:8], predict the reaction product. The product is: [ClH:1].[CH:7]([O:10][C:11]1[C:19]([O:20][C@@H:21]2[CH2:26][CH2:25][CH2:24][C@H:23]([NH2:27])[CH2:22]2)=[CH:18][CH:17]=[C:16]2[C:12]=1[CH:13]=[N:14][NH:15]2)([CH3:9])[CH3:8].